This data is from Forward reaction prediction with 1.9M reactions from USPTO patents (1976-2016). The task is: Predict the product of the given reaction. (1) Given the reactants [O:1]([C:8]1[CH:13]=[CH:12][C:11]([C:14]2[C:22]3[C:21]([NH2:23])=[N:20][CH:19]=[N:18][C:17]=3[N:16]([C@@H:24]3[CH2:29][CH2:28][CH2:27][NH:26][CH2:25]3)[CH:15]=2)=[CH:10][CH:9]=1)[C:2]1[CH:7]=[CH:6][CH:5]=[CH:4][CH:3]=1.[C:30]([C:32](=[CH:36][CH:37]1[CH2:39][CH2:38]1)[C:33](O)=[O:34])#[N:31].CCN(C(C)C)C(C)C.CN(C(ON1N=NC2C=CC=NC1=2)=[N+](C)C)C.F[P-](F)(F)(F)(F)F, predict the reaction product. The product is: [NH2:23][C:21]1[C:22]2[C:14]([C:11]3[CH:10]=[CH:9][C:8]([O:1][C:2]4[CH:7]=[CH:6][CH:5]=[CH:4][CH:3]=4)=[CH:13][CH:12]=3)=[CH:15][N:16]([C@@H:24]3[CH2:29][CH2:28][CH2:27][N:26]([C:33]([C:32](=[CH:36][CH:37]4[CH2:39][CH2:38]4)[C:30]#[N:31])=[O:34])[CH2:25]3)[C:17]=2[N:18]=[CH:19][N:20]=1. (2) Given the reactants [NH2:1][C:2]1[CH:3]=[C:4]([CH:21]=[CH:22][CH:23]=1)[O:5][C:6]1[CH:7]=[CH:8][C:9]2[N:10]([CH:12]=[C:13]([NH:15][C:16]([CH:18]3[CH2:20][CH2:19]3)=[O:17])[N:14]=2)[CH:11]=1.Br[C:25]1[CH:26]=[N:27][CH:28]=[CH:29][CH:30]=1.CC(C)([O-])C.[K+].C1(C)C=CC=CC=1, predict the reaction product. The product is: [N:27]1[CH:28]=[CH:29][CH:30]=[C:25]([NH:1][C:2]2[CH:3]=[C:4]([CH:21]=[CH:22][CH:23]=2)[O:5][C:6]2[CH:7]=[CH:8][C:9]3[N:10]([CH:12]=[C:13]([NH:15][C:16]([CH:18]4[CH2:20][CH2:19]4)=[O:17])[N:14]=3)[CH:11]=2)[CH:26]=1.